From a dataset of Catalyst prediction with 721,799 reactions and 888 catalyst types from USPTO. Predict which catalyst facilitates the given reaction. (1) Reactant: [OH-].[Na+].FC(F)(F)C([NH:7][C@H:8]1[CH2:13][CH2:12][CH2:11][CH2:10][C@H:9]1[NH:14][C:15](=[O:21])[O:16][C:17]([CH3:20])([CH3:19])[CH3:18])=O. Product: [NH2:7][C@H:8]1[CH2:13][CH2:12][CH2:11][CH2:10][C@H:9]1[NH:14][C:15](=[O:21])[O:16][C:17]([CH3:19])([CH3:18])[CH3:20]. The catalyst class is: 6. (2) Reactant: [Cl:1][C:2]1[CH:7]=[CH:6][C:5]([C:8]([C:11]2[C:12]([CH2:17][N:18]([CH2:25][C:26]3[C:31]([CH3:32])=[CH:30][C:29]([CH3:33])=[CH:28][N:27]=3)[CH:19]3[CH2:24][CH2:23][NH:22][CH2:21][CH2:20]3)=[N:13][CH:14]=[CH:15][CH:16]=2)([CH3:10])[CH3:9])=[CH:4][CH:3]=1.CCN(C(C)C)C(C)C.[NH:43]1[CH:47]=[CH:46][N:45]=[C:44]1[NH:48][C:49](N1C=CN=C1)=[O:50]. Product: [NH:43]1[CH:47]=[CH:46][N:45]=[C:44]1[NH:48][C:49]([N:22]1[CH2:21][CH2:20][CH:19]([N:18]([CH2:17][C:12]2[C:11]([C:8]([C:5]3[CH:6]=[CH:7][C:2]([Cl:1])=[CH:3][CH:4]=3)([CH3:9])[CH3:10])=[CH:16][CH:15]=[CH:14][N:13]=2)[CH2:25][C:26]2[C:31]([CH3:32])=[CH:30][C:29]([CH3:33])=[CH:28][N:27]=2)[CH2:24][CH2:23]1)=[O:50]. The catalyst class is: 3. (3) Reactant: [CH3:1][C:2]1([CH3:14])[C:6]([CH3:8])([CH3:7])[O:5][B:4]([C:9]2[CH:10]=[N:11][NH:12][CH:13]=2)[O:3]1.[CH:15]1([CH:18]=[CH:19][C:20]#[N:21])[CH2:17][CH2:16]1.C1CCN2C(=NCCC2)CC1. Product: [CH:15]1([CH:18]([N:12]2[CH:13]=[C:9]([B:4]3[O:5][C:6]([CH3:7])([CH3:8])[C:2]([CH3:14])([CH3:1])[O:3]3)[CH:10]=[N:11]2)[CH2:19][C:20]#[N:21])[CH2:17][CH2:16]1. The catalyst class is: 23. (4) Reactant: [N:1]([C:4]1[CH:5]=[C:6]2[C:11](=[CH:12][CH:13]=1)[N:10]=[CH:9][CH:8]=[CH:7]2)=[C:2]=[S:3].[NH2:14][CH:15]([C:19]#[N:20])[C:16]([NH2:18])=[O:17]. Product: [NH2:20][C:19]1[S:3][C:2]([NH:1][C:4]2[CH:5]=[C:6]3[C:11](=[CH:12][CH:13]=2)[N:10]=[CH:9][CH:8]=[CH:7]3)=[N:14][C:15]=1[C:16]([NH2:18])=[O:17]. The catalyst class is: 25. (5) Reactant: [Br:1][C:2]1[CH:7]=[C:6]([S:8][CH3:9])[CH:5]=[C:4]([Br:10])[N:3]=1.ClC1C=CC=C(C(OO)=[O:19])C=1. Product: [Br:1][C:2]1[CH:7]=[C:6]([S:8]([CH3:9])=[O:19])[CH:5]=[C:4]([Br:10])[N:3]=1. The catalyst class is: 4. (6) Reactant: [Br:1][C:2]1[CH:7]=[CH:6][C:5]([CH2:8][C:9]([OH:11])=[O:10])=[C:4]([Cl:12])[CH:3]=1.[C:13](=O)([O-])[O-].[K+].[K+].IC.O. Product: [CH3:13][O:10][C:9](=[O:11])[CH2:8][C:5]1[CH:6]=[CH:7][C:2]([Br:1])=[CH:3][C:4]=1[Cl:12]. The catalyst class is: 9.